Dataset: Full USPTO retrosynthesis dataset with 1.9M reactions from patents (1976-2016). Task: Predict the reactants needed to synthesize the given product. Given the product [OH:2][C:3]1[N:8]=[CH:7][C:6]([N:9]2[C:13](=[O:14])[CH2:12][CH2:11][C:10]2=[O:15])=[CH:5][CH:4]=1, predict the reactants needed to synthesize it. The reactants are: C[O:2][C:3]1[N:8]=[CH:7][C:6]([N:9]2[C:13](=[O:14])[CH2:12][CH2:11][C:10]2=[O:15])=[CH:5][CH:4]=1.